This data is from Catalyst prediction with 721,799 reactions and 888 catalyst types from USPTO. The task is: Predict which catalyst facilitates the given reaction. (1) Reactant: [Br:1][C:2]1[CH:7]=[C:6](Br)[C:5]([N+:9]([O-:11])=[O:10])=[CH:4][N:3]=1.C(N(CC)CC)C.[CH3:19][CH:20]([NH2:22])[CH3:21]. Product: [Br:1][C:2]1[CH:7]=[C:6]([NH:22][CH:20]([CH3:21])[CH3:19])[C:5]([N+:9]([O-:11])=[O:10])=[CH:4][N:3]=1. The catalyst class is: 7. (2) Reactant: [CH3:1][O:2][C:3]1[CH:4]=[C:5]([CH:8]=[CH:9][C:10]=1[O:11][CH3:12])[CH2:6][NH2:7].CN1CCCC1=O.Br[C:21]1[CH:26]=[C:25]([CH:27]([C:35]2[C:40]([F:41])=[CH:39][CH:38]=[C:37]([F:42])[C:36]=2[F:43])[S:28][CH2:29][CH2:30][C:31]([F:34])([F:33])[F:32])[C:24]([Cl:44])=[CH:23][N:22]=1. Product: [Cl:44][C:24]1[C:25]([CH:27]([C:35]2[C:40]([F:41])=[CH:39][CH:38]=[C:37]([F:42])[C:36]=2[F:43])[S:28][CH2:29][CH2:30][C:31]([F:32])([F:33])[F:34])=[CH:26][C:21]([NH:7][CH2:6][C:5]2[CH:8]=[CH:9][C:10]([O:11][CH3:12])=[C:3]([O:2][CH3:1])[CH:4]=2)=[N:22][CH:23]=1. The catalyst class is: 6. (3) Reactant: [Cl:1][C:2]1[CH:3]=[C:4]([CH:7]=[CH:8][C:9]=1[CH3:10])[C:5]#[N:6].[Br:11]N1C(=O)CCC1=O.N(C(C)(C)C#N)=NC(C)(C)C#N.O. Product: [Br:11][CH2:10][C:9]1[CH:8]=[CH:7][C:4]([C:5]#[N:6])=[CH:3][C:2]=1[Cl:1]. The catalyst class is: 53. (4) Reactant: [CH3:1][C:2]1[N:6]([CH:7]2[CH2:13][CH:12]3[N:14]([CH2:15][CH2:16][C:17]4([C:34]5[CH:39]=[CH:38][CH:37]=[CH:36][CH:35]=5)[CH2:22][CH2:21][N:20]([C:23]([C:25]5[CH:33]=[CH:32][CH:31]=[CH:30][C:26]=5[C:27]([OH:29])=[O:28])=[O:24])[CH2:19][CH2:18]4)[CH:9]([CH2:10][CH2:11]3)[CH2:8]2)[C:5]2[CH:40]=[CH:41][CH:42]=[CH:43][C:4]=2[N:3]=1.[CH3:44][Si](C=[N+]=[N-])(C)C. Product: [CH3:1][C:2]1[N:6]([CH:7]2[CH2:13][CH:12]3[N:14]([CH2:15][CH2:16][C:17]4([C:34]5[CH:35]=[CH:36][CH:37]=[CH:38][CH:39]=5)[CH2:22][CH2:21][N:20]([C:23]([C:25]5[CH:33]=[CH:32][CH:31]=[CH:30][C:26]=5[C:27]([O:29][CH3:44])=[O:28])=[O:24])[CH2:19][CH2:18]4)[CH:9]([CH2:10][CH2:11]3)[CH2:8]2)[C:5]2[CH:40]=[CH:41][CH:42]=[CH:43][C:4]=2[N:3]=1. The catalyst class is: 5. (5) Product: [F:1][C:2]1[CH:3]=[C:4]([C@:15]([NH:23][C:39](=[O:40])[O:41][C:42]([CH3:44])=[CH2:43])([C:24]2[CH:29]=[CH:28][C:27]([F:30])=[CH:26][CH:25]=2)[CH2:16][C:17]2[CH:22]=[CH:21][CH:20]=[CH:19][CH:18]=2)[CH:5]=[C:6]([O:8][C:9]([F:14])([F:13])[CH:10]([F:12])[F:11])[CH:7]=1. The catalyst class is: 1. Reactant: [F:1][C:2]1[CH:3]=[C:4]([C@@:15]([C:24]2[CH:29]=[CH:28][C:27]([F:30])=[CH:26][CH:25]=2)([NH2:23])[CH2:16][C:17]2[CH:22]=[CH:21][CH:20]=[CH:19][CH:18]=2)[CH:5]=[C:6]([O:8][C:9]([F:14])([F:13])[CH:10]([F:12])[F:11])[CH:7]=1.O.C([O-])([O-])=O.[K+].[K+].Cl[C:39]([O:41][C:42]([CH3:44])=[CH2:43])=[O:40]. (6) Reactant: [Cl:1][C:2]1[CH:7]=[C:6]([O:8][CH3:9])[CH:5]=[CH:4][C:3]=1[F:10].CC(O)=O.S(=O)(=O)(O)O.C1C(=O)N([I:27])C(=O)C1. Product: [Cl:1][C:2]1[CH:7]=[C:6]([O:8][CH3:9])[C:5]([I:27])=[CH:4][C:3]=1[F:10]. The catalyst class is: 2. (7) Reactant: Cl[C:2]1[CH:7]=[CH:6][N:5]=[CH:4][C:3]=1[N+:8]([O-:10])=[O:9].[C:11]([O:15][C:16](=[O:27])[NH:17][C@H:18]1[C@@:23]([OH:25])([CH3:24])[C@@H:22]([CH3:26])[CH2:21][NH:20][CH2:19]1)([CH3:14])([CH3:13])[CH3:12]. Product: [C:11]([O:15][C:16](=[O:27])[NH:17][C@H:18]1[C:23]([OH:25])([CH3:24])[C@@H:22]([CH3:26])[CH2:21][N:20]([C:2]2[CH:7]=[CH:6][N:5]=[CH:4][C:3]=2[N+:8]([O-:10])=[O:9])[CH2:19]1)([CH3:14])([CH3:12])[CH3:13]. The catalyst class is: 41.